This data is from Peptide-MHC class I binding affinity with 185,985 pairs from IEDB/IMGT. The task is: Regression. Given a peptide amino acid sequence and an MHC pseudo amino acid sequence, predict their binding affinity value. This is MHC class I binding data. (1) The peptide sequence is SAAIAGLFG. The MHC is HLA-A02:06 with pseudo-sequence HLA-A02:06. The binding affinity (normalized) is 0. (2) The peptide sequence is FIQWTGGNI. The MHC is HLA-A02:02 with pseudo-sequence HLA-A02:02. The binding affinity (normalized) is 0.397.